This data is from NCI-60 drug combinations with 297,098 pairs across 59 cell lines. The task is: Regression. Given two drug SMILES strings and cell line genomic features, predict the synergy score measuring deviation from expected non-interaction effect. (1) Drug 1: C1CC(=O)NC(=O)C1N2CC3=C(C2=O)C=CC=C3N. Drug 2: C(CN)CNCCSP(=O)(O)O. Cell line: OVCAR-8. Synergy scores: CSS=3.10, Synergy_ZIP=-1.87, Synergy_Bliss=-2.47, Synergy_Loewe=-1.77, Synergy_HSA=-1.57. (2) Cell line: SK-MEL-5. Drug 2: C1C(C(OC1N2C=NC3=C2NC=NCC3O)CO)O. Drug 1: CC1C(C(CC(O1)OC2CC(CC3=C2C(=C4C(=C3O)C(=O)C5=C(C4=O)C(=CC=C5)OC)O)(C(=O)CO)O)N)O.Cl. Synergy scores: CSS=17.0, Synergy_ZIP=-8.49, Synergy_Bliss=-3.41, Synergy_Loewe=-5.94, Synergy_HSA=-0.379. (3) Drug 1: CCCCC(=O)OCC(=O)C1(CC(C2=C(C1)C(=C3C(=C2O)C(=O)C4=C(C3=O)C=CC=C4OC)O)OC5CC(C(C(O5)C)O)NC(=O)C(F)(F)F)O. Drug 2: N.N.Cl[Pt+2]Cl. Cell line: CCRF-CEM. Synergy scores: CSS=84.7, Synergy_ZIP=-0.860, Synergy_Bliss=-2.55, Synergy_Loewe=-2.42, Synergy_HSA=0.809. (4) Drug 1: C(=O)(N)NO. Drug 2: C1CNP(=O)(OC1)N(CCCl)CCCl. Cell line: NCI-H460. Synergy scores: CSS=-1.62, Synergy_ZIP=1.19, Synergy_Bliss=1.98, Synergy_Loewe=0.805, Synergy_HSA=0.452. (5) Drug 1: CC1=C(C=C(C=C1)NC(=O)C2=CC=C(C=C2)CN3CCN(CC3)C)NC4=NC=CC(=N4)C5=CN=CC=C5. Drug 2: CN(CCCl)CCCl.Cl. Cell line: SR. Synergy scores: CSS=62.1, Synergy_ZIP=-0.140, Synergy_Bliss=-0.588, Synergy_Loewe=-6.26, Synergy_HSA=0.781.